From a dataset of Full USPTO retrosynthesis dataset with 1.9M reactions from patents (1976-2016). Predict the reactants needed to synthesize the given product. (1) Given the product [F:1][C:2]1[C:7]([O:8][C:9]2[CH:10]=[CH:11][CH:12]=[CH:13][CH:14]=2)=[C:6]([F:15])[CH:5]=[CH:4][C:3]=1[C@@H:16]([NH:24][CH2:41][CH2:40][OH:39])[CH2:17][C:18]1[CH:19]=[CH:20][N:21]=[CH:22][CH:23]=1, predict the reactants needed to synthesize it. The reactants are: [F:1][C:2]1[C:7]([O:8][C:9]2[CH:14]=[CH:13][CH:12]=[CH:11][CH:10]=2)=[C:6]([F:15])[CH:5]=[CH:4][C:3]=1[C@@H:16]([NH2:24])[CH2:17][C:18]1[CH:23]=[CH:22][N:21]=[CH:20][CH:19]=1.C(N(CC)CC)C.[Si]([O:39][CH2:40][CH:41]=O)(C(C)(C)C)(C)C.C(O[BH-](OC(=O)C)OC(=O)C)(=O)C.[Na+]. (2) Given the product [CH2:2]([NH:4][C:18]([C:15]1[C:14]([CH3:21])=[CH:13][C:12]([C:9]2[CH:10]=[CH:11][C:6]([OH:5])=[CH:7][CH:8]=2)=[CH:17][N:16]=1)=[O:19])[CH3:3], predict the reactants needed to synthesize it. The reactants are: Cl.[CH2:2]([NH2:4])[CH3:3].[OH:5][C:6]1[CH:11]=[CH:10][C:9]([C:12]2[CH:13]=[C:14]([CH3:21])[C:15]([C:18](O)=[O:19])=[N:16][CH:17]=2)=[CH:8][CH:7]=1.CCN=C=NCCCN(C)C.C1C=CC2N(O)N=NC=2C=1.CCN(C(C)C)C(C)C. (3) Given the product [ClH:1].[ClH:1].[NH2:15][C@@H:16]([CH2:19][CH2:20][CH3:21])[C@H:17]([OH:18])[C:23]([NH:22][CH:24]([CH2:26][CH2:27][CH3:28])[CH3:25])=[O:7], predict the reactants needed to synthesize it. The reactants are: [ClH:1].Cl.N[C@@H](CC)[C@H](O)C(NC1CC1)=[O:7].[NH2:15][C@@H:16]([CH2:19][CH2:20][CH3:21])[CH2:17][OH:18].[N+:22]([CH:24]([CH2:26][CH2:27][CH3:28])[CH3:25])#[C-:23].